Task: Regression. Given two drug SMILES strings and cell line genomic features, predict the synergy score measuring deviation from expected non-interaction effect.. Dataset: NCI-60 drug combinations with 297,098 pairs across 59 cell lines (1) Drug 1: CC1CCC2CC(C(=CC=CC=CC(CC(C(=O)C(C(C(=CC(C(=O)CC(OC(=O)C3CCCCN3C(=O)C(=O)C1(O2)O)C(C)CC4CCC(C(C4)OC)O)C)C)O)OC)C)C)C)OC. Drug 2: CN(CCCl)CCCl.Cl. Cell line: IGROV1. Synergy scores: CSS=36.1, Synergy_ZIP=-3.26, Synergy_Bliss=-1.40, Synergy_Loewe=-5.05, Synergy_HSA=3.49. (2) Drug 1: CC1=CC=C(C=C1)C2=CC(=NN2C3=CC=C(C=C3)S(=O)(=O)N)C(F)(F)F. Drug 2: C1C(C(OC1N2C=NC3=C(N=C(N=C32)Cl)N)CO)O. Cell line: OVCAR-5. Synergy scores: CSS=20.8, Synergy_ZIP=-4.20, Synergy_Bliss=3.28, Synergy_Loewe=-9.81, Synergy_HSA=5.30. (3) Cell line: NCI-H226. Synergy scores: CSS=10.8, Synergy_ZIP=-2.51, Synergy_Bliss=-0.519, Synergy_Loewe=-3.51, Synergy_HSA=-0.107. Drug 1: C1=CC(=CC=C1CCC2=CNC3=C2C(=O)NC(=N3)N)C(=O)NC(CCC(=O)O)C(=O)O. Drug 2: C1=CC=C(C(=C1)C(C2=CC=C(C=C2)Cl)C(Cl)Cl)Cl. (4) Drug 1: CC1OCC2C(O1)C(C(C(O2)OC3C4COC(=O)C4C(C5=CC6=C(C=C35)OCO6)C7=CC(=C(C(=C7)OC)O)OC)O)O. Drug 2: C1CNP(=O)(OC1)N(CCCl)CCCl. Cell line: SNB-19. Synergy scores: CSS=28.7, Synergy_ZIP=-3.71, Synergy_Bliss=-2.39, Synergy_Loewe=-34.3, Synergy_HSA=-2.09. (5) Drug 1: CCC1(CC2CC(C3=C(CCN(C2)C1)C4=CC=CC=C4N3)(C5=C(C=C6C(=C5)C78CCN9C7C(C=CC9)(C(C(C8N6C)(C(=O)OC)O)OC(=O)C)CC)OC)C(=O)OC)O.OS(=O)(=O)O. Drug 2: COCCOC1=C(C=C2C(=C1)C(=NC=N2)NC3=CC=CC(=C3)C#C)OCCOC.Cl. Cell line: SK-MEL-28. Synergy scores: CSS=-2.77, Synergy_ZIP=2.87, Synergy_Bliss=1.59, Synergy_Loewe=-1.50, Synergy_HSA=-1.74.